This data is from CYP3A4 inhibition data for predicting drug metabolism from PubChem BioAssay. The task is: Regression/Classification. Given a drug SMILES string, predict its absorption, distribution, metabolism, or excretion properties. Task type varies by dataset: regression for continuous measurements (e.g., permeability, clearance, half-life) or binary classification for categorical outcomes (e.g., BBB penetration, CYP inhibition). Dataset: cyp3a4_veith. (1) The molecule is COc1ccc(CNc2ncncc2-c2ccccc2C)c(OC)c1. The result is 1 (inhibitor). (2) The molecule is CC(C)Cn1c(SCC(=O)c2c(N)n(C)c(=O)n(C)c2=O)nc2ccccc21. The result is 1 (inhibitor). (3) The compound is O=C(NCNC(=O)N[C@H]1C(=O)NC(=O)N1CO)N[C@H]1C(=O)NC(=O)N1CO. The result is 0 (non-inhibitor). (4) The drug is CCC1CCCCN1Cc1cc(OC)c(O)c([N+](=O)[O-])c1. The result is 0 (non-inhibitor).